Dataset: Catalyst prediction with 721,799 reactions and 888 catalyst types from USPTO. Task: Predict which catalyst facilitates the given reaction. (1) Reactant: CCN(CC)CC.[C:8]1([C:14]2[N:15]=[C:16]([C:19]3([CH2:25][NH2:26])[CH2:24][CH2:23][O:22][CH2:21][CH2:20]3)[S:17][CH:18]=2)[CH:13]=[CH:12][CH:11]=[CH:10][CH:9]=1.[C:27]([C:29]1[CH:30]=[C:31]([S:35](Cl)(=[O:37])=[O:36])[CH:32]=[CH:33][CH:34]=1)#[N:28]. Product: [C:27]([C:29]1[CH:30]=[C:31]([S:35]([NH:26][CH2:25][C:19]2([C:16]3[S:17][CH:18]=[C:14]([C:8]4[CH:9]=[CH:10][CH:11]=[CH:12][CH:13]=4)[N:15]=3)[CH2:20][CH2:21][O:22][CH2:23][CH2:24]2)(=[O:37])=[O:36])[CH:32]=[CH:33][CH:34]=1)#[N:28]. The catalyst class is: 2. (2) Reactant: C(N1C=CN=C1)(N1C=CN=C1)=O.[C:13]([O:17][C:18]([N:20]1[CH2:25][CH2:24][C:23]2[S:26][C:27]([C:29]([OH:31])=O)=[CH:28][C:22]=2[CH2:21]1)=[O:19])([CH3:16])([CH3:15])[CH3:14].Cl.Cl.[N:34]1[CH:39]=[CH:38][C:37]([N:40]2[CH2:45][CH2:44][C:43]3([CH2:50][CH2:49][NH:48][CH2:47][CH2:46]3)[CH2:42][CH2:41]2)=[CH:36][CH:35]=1.C(N(CC)CC)C. Product: [N:34]1[CH:35]=[CH:36][C:37]([N:40]2[CH2:45][CH2:44][C:43]3([CH2:46][CH2:47][N:48]([C:29]([C:27]4[S:26][C:23]5[CH2:24][CH2:25][N:20]([C:18]([O:17][C:13]([CH3:14])([CH3:15])[CH3:16])=[O:19])[CH2:21][C:22]=5[CH:28]=4)=[O:31])[CH2:49][CH2:50]3)[CH2:42][CH2:41]2)=[CH:38][CH:39]=1. The catalyst class is: 120. (3) Reactant: [P:1]([CH2:5][N:6](CC(O)=O)[CH2:7][C:8]([OH:10])=[O:9])([OH:4])([OH:3])=[O:2].OO. Product: [P:1]([CH2:5][NH:6][CH2:7][C:8]([OH:10])=[O:9])([OH:4])([OH:3])=[O:2]. The catalyst class is: 6. (4) Reactant: C([O:8][C:9]1[C:14]([CH2:15][N:16]2[C:22](=[O:23])[C:21]3[C:24]([CH3:32])=[C:25]([C:28]([NH:30][CH3:31])=[O:29])[CH:26]=[CH:27][C:20]=3[O:19][CH2:18][CH2:17]2)=[C:13]([CH3:33])[CH:12]=[C:11]([CH3:34])[N:10]=1)C1C=CC=CC=1.[CH3:35]O. Product: [CH3:33][C:13]1[CH:12]=[C:11]([CH3:34])[NH:10][C:9](=[O:8])[C:14]=1[CH2:15][N:16]1[C:22](=[O:23])[C:21]2[C:24]([CH3:32])=[C:25]([C:28]([N:30]([CH3:31])[CH3:35])=[O:29])[CH:26]=[CH:27][C:20]=2[O:19][CH2:18][CH2:17]1. The catalyst class is: 45. (5) Reactant: C(N(CC)C(C)C)(C)C.[C:10]([O:14][C:15](=[O:42])[N:16]([CH:18]1[CH2:23][CH2:22][CH:21]([NH:24][CH2:25][C:26]2[CH:27]=[C:28]([C:34]3[CH:39]=[CH:38][C:37]([C:40]#[N:41])=[CH:36][CH:35]=3)[C:29]([O:32][CH3:33])=[CH:30][CH:31]=2)[CH2:20][CH2:19]1)[CH3:17])([CH3:13])([CH3:12])[CH3:11].[Cl:43][C:44]1[C:45]2[CH:55]=[CH:54][CH:53]=[CH:52][C:46]=2[S:47][C:48]=1[C:49](Cl)=[O:50]. Product: [C:10]([O:14][C:15](=[O:42])[N:16]([CH:18]1[CH2:23][CH2:22][CH:21]([N:24]([C:49]([C:48]2[S:47][C:46]3[CH:52]=[CH:53][CH:54]=[CH:55][C:45]=3[C:44]=2[Cl:43])=[O:50])[CH2:25][C:26]2[CH:27]=[C:28]([C:34]3[CH:39]=[CH:38][C:37]([C:40]#[N:41])=[CH:36][CH:35]=3)[C:29]([O:32][CH3:33])=[CH:30][CH:31]=2)[CH2:20][CH2:19]1)[CH3:17])([CH3:13])([CH3:11])[CH3:12]. The catalyst class is: 4. (6) Reactant: C([O:3][C:4](=[O:35])[C:5]([CH3:34])([CH3:33])[CH2:6][NH:7][C:8]([C:10]1[N:11]=[C:12]([C:31]#[N:32])[C:13]2[C:18]([C:19]=1[OH:20])=[CH:17][CH:16]=[C:15]([NH:21][C:22]([NH:24][C:25]1[CH:30]=[CH:29][CH:28]=[CH:27][CH:26]=1)=[O:23])[CH:14]=2)=[O:9])C.[OH-].[Na+]. Product: [C:31]([C:12]1[C:13]2[C:18](=[CH:17][CH:16]=[C:15]([NH:21][C:22]([NH:24][C:25]3[CH:30]=[CH:29][CH:28]=[CH:27][CH:26]=3)=[O:23])[CH:14]=2)[C:19]([OH:20])=[C:10]([C:8]([NH:7][CH2:6][C:5]([CH3:34])([CH3:33])[C:4]([OH:35])=[O:3])=[O:9])[N:11]=1)#[N:32]. The catalyst class is: 5. (7) Reactant: [CH:1]1([CH2:4][N:5]([C@@H:13]2[CH2:15][C@H:14]2[C:16]2[CH:21]=[CH:20][CH:19]=[C:18]([C:22](=[O:30])[NH:23][CH:24]3[CH2:29][CH2:28][O:27][CH2:26][CH2:25]3)[CH:17]=2)C(=O)OC(C)(C)C)[CH2:3][CH2:2]1.[ClH:31].C(OCC)(=O)C. Product: [ClH:31].[CH:1]1([CH2:4][NH:5][C@@H:13]2[CH2:15][C@H:14]2[C:16]2[CH:17]=[C:18]([CH:19]=[CH:20][CH:21]=2)[C:22]([NH:23][CH:24]2[CH2:29][CH2:28][O:27][CH2:26][CH2:25]2)=[O:30])[CH2:3][CH2:2]1. The catalyst class is: 36. (8) Reactant: [O:1]1[CH2:5][CH2:4][O:3][CH:2]1[C:6]1[CH:15]=[CH:14][CH:13]=[C:12]2[C:7]=1[CH2:8][CH2:9][C:10](=[O:16])[NH:11]2.I[C:18]1[CH:23]=[CH:22][CH:21]=[CH:20][CH:19]=1.N[C@@H]1CCCC[C@H]1N.C(=O)([O-])[O-].[Cs+].[Cs+]. Product: [O:1]1[CH2:5][CH2:4][O:3][CH:2]1[C:6]1[CH:15]=[CH:14][CH:13]=[C:12]2[C:7]=1[CH2:8][CH2:9][C:10](=[O:16])[N:11]2[C:18]1[CH:23]=[CH:22][CH:21]=[CH:20][CH:19]=1. The catalyst class is: 185.